From a dataset of Reaction yield outcomes from USPTO patents with 853,638 reactions. Predict the reaction yield, written as a fraction of the theoretical maximum amount of product (1.0 means a 100% yield; for example, 0.34 means a 34% yield). (1) The reactants are C([Li])CCC.Br[C:7]1[CH:8]=[CH:9][CH:10]=[C:11]2[C:16]=1[CH2:15][N:14]([CH3:17])[CH2:13][CH2:12]2.[S:18](=[O:20])=[O:19].[Cl:21]NC(=O)CCC(N)=O. The catalyst is O1CCCC1.CCCCCC.ClCCl. The product is [CH3:17][N:14]1[CH2:13][CH2:12][C:11]2[C:16](=[C:7]([S:18]([Cl:21])(=[O:20])=[O:19])[CH:8]=[CH:9][CH:10]=2)[CH2:15]1. The yield is 0.440. (2) The reactants are [F:1][C:2]1[CH:7]=[CH:6][C:5]([C:8]2(O)[C:12]3[C:13]([CH3:33])=[C:14]([N:19]4[CH2:24][CH2:23][N:22]([C:25]5[CH:30]=[CH:29][C:28]([O:31][CH3:32])=[CH:27][CH:26]=5)[CH2:21][CH2:20]4)[C:15]([CH3:18])=[C:16]([CH3:17])[C:11]=3[O:10][C:9]2([CH3:35])[CH3:34])=[CH:4][CH:3]=1. The catalyst is C(O)C. The product is [F:1][C:2]1[CH:7]=[CH:6][C:5]([CH:8]2[C:12]3[C:13]([CH3:33])=[C:14]([N:19]4[CH2:24][CH2:23][N:22]([C:25]5[CH:26]=[CH:27][C:28]([O:31][CH3:32])=[CH:29][CH:30]=5)[CH2:21][CH2:20]4)[C:15]([CH3:18])=[C:16]([CH3:17])[C:11]=3[O:10][C:9]2([CH3:35])[CH3:34])=[CH:4][CH:3]=1. The yield is 0.780. (3) The reactants are [Cl-].[NH4+:2].[Al](C)(C)C.[Cl:7][C:8]1[CH:15]=[CH:14][C:11]([C:12]#[N:13])=[CH:10][N:9]=1. The catalyst is C1(C)C=CC=CC=1.C(Cl)(Cl)Cl. The product is [Cl:7][C:8]1[CH:15]=[CH:14][C:11]([C:12]([NH2:2])=[NH:13])=[CH:10][N:9]=1. The yield is 0.408. (4) The reactants are [CH3:1][N:2]1[C:7](=[O:8])[C:6]([NH:9][C:10]2[CH:15]=[CH:14][C:13]([N:16]3[CH2:21][CH2:20][N:19]([CH:22]4[CH2:25][O:24][CH2:23]4)[CH2:18][CH:17]3[CH3:26])=[CH:12][N:11]=2)=[CH:5][C:4]([C:27]2[C:32]([CH:33]=[O:34])=[C:31]([N:35]3[CH2:46][C:45]4[N:44]5[C:39]([CH2:40][CH2:41][CH2:42][CH2:43]5)=[CH:38][C:37]=4[C:36]3=O)[N:30]=[CH:29][CH:28]=2)=[CH:3]1.[BH4-].[Na+].C[OH:51]. No catalyst specified. The product is [OH:34][CH2:33][C:32]1[C:31]([N:35]2[C:46](=[O:51])[C:45]3[N:44]4[C:39]([CH2:40][CH2:41][CH2:42][CH2:43]4)=[CH:38][C:37]=3[CH2:36]2)=[N:30][CH:29]=[CH:28][C:27]=1[C:4]1[CH:5]=[C:6]([NH:9][C:10]2[CH:15]=[CH:14][C:13]([N:16]3[CH2:21][CH2:20][N:19]([CH:22]4[CH2:23][O:24][CH2:25]4)[CH2:18][C@@H:17]3[CH3:26])=[CH:12][N:11]=2)[C:7](=[O:8])[N:2]([CH3:1])[CH:3]=1. The yield is 0.660.